Task: Predict the reactants needed to synthesize the given product.. Dataset: Full USPTO retrosynthesis dataset with 1.9M reactions from patents (1976-2016) Given the product [Cl:48][C:29]1[CH:30]=[CH:31][C:32]2[C:37](=[CH:36][CH:35]=[CH:34][CH:33]=2)[C:28]=1[O:27][P:26](=[N:24][C@@H:20]([CH:21]([CH3:23])[CH3:22])[C:19]([O:18][CH:15]1[CH2:14][CH2:13][O:12][CH2:17][CH2:16]1)=[O:25])=[O:38], predict the reactants needed to synthesize it. The reactants are: S(C1C=CC(C)=CC=1)([O-])(=O)=O.[O:12]1[CH2:17][CH2:16][CH:15]([O:18][C:19](=[O:25])[C@@H:20]([NH2:24])[CH:21]([CH3:23])[CH3:22])[CH2:14][CH2:13]1.[P:26](Cl)(Cl)(=[O:38])[O:27][C:28]1[C:37]2[C:32](=[CH:33][CH:34]=[CH:35][CH:36]=2)[CH:31]=[CH:30][CH:29]=1.C(N(CC)CC)C.[Cl:48]CCl.